Predict the reaction yield, written as a fraction of the theoretical maximum amount of product (1.0 means a 100% yield; for example, 0.34 means a 34% yield). From a dataset of Reaction yield outcomes from USPTO patents with 853,638 reactions. (1) The reactants are [F:1][C:2]1[CH:7]=[CH:6][C:5]([C@H:8]2[CH2:13][C@@H:12]([C:14]3[O:18][NH:17][C:16](=[O:19])[CH:15]=3)[CH2:11][CH2:10][N:9]2C(OC)=O)=[CH:4][CH:3]=1.Br. No catalyst specified. The product is [F:1][C:2]1[CH:7]=[CH:6][C:5]([C@H:8]2[CH2:13][C@@H:12]([C:14]3[O:18][NH:17][C:16](=[O:19])[CH:15]=3)[CH2:11][CH2:10][NH:9]2)=[CH:4][CH:3]=1. The yield is 0.230. (2) The reactants are OC1N=C2C=C(OCC3SC=C(C(C)C)N=3)C=CN2C(=O)C=1/C=C/C(OC(C)(C)C)=O.[C:32]([C:36]1[N:37]=[C:38]([NH:41][C:42]([C:44]2[CH:72]=[CH:71][N:47]3[C:48](=[O:70])[C:49](/[CH:61]=[CH:62]/[C:63]([O:65][C:66]([CH3:69])([CH3:68])[CH3:67])=[O:64])=[C:50]([N:52]4[CH2:57][CH2:56][CH2:55][C@H:54]([O:58]C=O)[CH2:53]4)[N:51]=[C:46]3[CH:45]=2)=[O:43])[S:39][CH:40]=1)([CH3:35])([CH3:34])[CH3:33]. No catalyst specified. The product is [C:32]([C:36]1[N:37]=[C:38]([NH:41][C:42]([C:44]2[CH:72]=[CH:71][N:47]3[C:48](=[O:70])[C:49](/[CH:61]=[CH:62]/[C:63]([O:65][C:66]([CH3:69])([CH3:68])[CH3:67])=[O:64])=[C:50]([N:52]4[CH2:57][CH2:56][CH2:55][C@H:54]([OH:58])[CH2:53]4)[N:51]=[C:46]3[CH:45]=2)=[O:43])[S:39][CH:40]=1)([CH3:35])([CH3:33])[CH3:34]. The yield is 0.730. (3) The reactants are [F:1][C:2]1[CH:3]=[C:4]([NH2:8])[CH:5]=[CH:6][CH:7]=1.C(=O)([O-])[O-].[K+].[K+].O.Cl[C:17]([O:19][CH2:20][C:21]1[CH:26]=[CH:25][CH:24]=[CH:23][CH:22]=1)=[O:18]. The catalyst is O1CCCC1.C(OCC)(=O)C. The product is [CH2:20]([O:19][C:17](=[O:18])[NH:8][C:4]1[CH:5]=[CH:6][CH:7]=[C:2]([F:1])[CH:3]=1)[C:21]1[CH:26]=[CH:25][CH:24]=[CH:23][CH:22]=1. The yield is 0.950. (4) The reactants are [Cl:1][C:2]1[CH:3]=[CH:4][C:5]([N:13]2[CH2:18][CH2:17][N:16](C(OC(C)(C)C)=O)[CH2:15][CH2:14]2)=[C:6]2[C:11]=1[N:10]=[C:9]([CH3:12])[CH:8]=[CH:7]2. The catalyst is FC(F)(F)C(O)=O.C(Cl)Cl. The product is [Cl:1][C:2]1[CH:3]=[CH:4][C:5]([N:13]2[CH2:18][CH2:17][NH:16][CH2:15][CH2:14]2)=[C:6]2[C:11]=1[N:10]=[C:9]([CH3:12])[CH:8]=[CH:7]2. The yield is 0.800. (5) The reactants are [NH2:1][C:2]1[CH:9]=[CH:8][C:5]([CH:6]=[O:7])=[CH:4][CH:3]=1.C(N(CC)CC)C.[C:17]([O:20][CH2:21][C:22](Cl)=[O:23])(=[O:19])[CH3:18]. The product is [CH:6]([C:5]1[CH:8]=[CH:9][C:2]([NH:1][C:22]([CH2:21][O:20][C:17](=[O:19])[CH3:18])=[O:23])=[CH:3][CH:4]=1)=[O:7]. The yield is 0.620. The catalyst is CN(C)C1C=CN=CC=1.Cl. (6) The reactants are [CH3:1][C:2]1[CH:3]=[C:4]([SH:9])[CH:5]=[C:6]([CH3:8])[CH:7]=1.F[C:11]1[CH:16]=[CH:15][CH:14]=[CH:13][C:12]=1[N+:17]([O-:19])=[O:18].[CH3:20][C:21]1[CH:22]=[C:23]([S:28][C:29]2[CH:35]=[CH:34][CH:33]=[CH:32][C:30]=2[NH2:31])[CH:24]=[C:25]([CH3:27])[CH:26]=1.[NH2:36][C:37]1SC=[CH:40][N:41]=1. No catalyst specified. The product is [CH3:1][C:2]1[CH:3]=[C:4]([S:9][C:11]2[CH:16]=[CH:15][CH:14]=[CH:13][C:12]=2[N+:17]([O-:19])=[O:18])[CH:5]=[C:6]([CH3:8])[CH:7]=1.[CH3:27][C:25]1[CH:24]=[C:23]([S:28][C:29]2[CH:35]=[CH:34][CH:33]=[CH:32][C:30]=2[NH:31][C:40]([NH:41][C:37]2[S:9][CH:4]=[CH:3][N:36]=2)=[O:18])[CH:22]=[C:21]([CH3:20])[CH:26]=1. The yield is 0.780.